From a dataset of Forward reaction prediction with 1.9M reactions from USPTO patents (1976-2016). Predict the product of the given reaction. (1) Given the reactants [OH:1][CH:2]([C:22]1[CH:27]=[CH:26][C:25]([C:28]([F:31])([F:30])[F:29])=[CH:24][CH:23]=1)[C:3]1[CH:4]=[N:5][CH:6]=[CH:7][C:8]=1/[CH:9]=[CH:10]/[N:11]1[C:19](=[O:20])[C:18]2[C:13](=[CH:14][CH:15]=[CH:16][CH:17]=2)[C:12]1=[O:21], predict the reaction product. The product is: [OH:1][CH:2]([C:22]1[CH:23]=[CH:24][C:25]([C:28]([F:30])([F:31])[F:29])=[CH:26][CH:27]=1)[C:3]1[CH:4]=[N:5][CH:6]=[CH:7][C:8]=1[CH2:9][CH2:10][N:11]1[C:12](=[O:21])[C:13]2[C:18](=[CH:17][CH:16]=[CH:15][CH:14]=2)[C:19]1=[O:20]. (2) Given the reactants [Cl:1][C:2]1[CH:7]=[C:6]([N:8]2[CH2:13][CH2:12][O:11][CH2:10][CH2:9]2)[N:5]=[C:4]([C:14](=[O:16])[CH3:15])[N:3]=1.[CH3:17][Mg]Br, predict the reaction product. The product is: [Cl:1][C:2]1[CH:7]=[C:6]([N:8]2[CH2:9][CH2:10][O:11][CH2:12][CH2:13]2)[N:5]=[C:4]([C:14]([OH:16])([CH3:17])[CH3:15])[N:3]=1. (3) Given the reactants [F:1][C:2]1[CH:3]=[N:4][C:5]([NH:11]CC2C=CC(OC)=CC=2)=[C:6]([CH:10]=1)[C:7]([NH2:9])=[O:8].C(O)(C(F)(F)F)=O, predict the reaction product. The product is: [NH2:11][C:5]1[N:4]=[CH:3][C:2]([F:1])=[CH:10][C:6]=1[C:7]([NH2:9])=[O:8].